From a dataset of Merck oncology drug combination screen with 23,052 pairs across 39 cell lines. Regression. Given two drug SMILES strings and cell line genomic features, predict the synergy score measuring deviation from expected non-interaction effect. (1) Drug 1: CC1CC2C3CCC4=CC(=O)C=CC4(C)C3(F)C(O)CC2(C)C1(O)C(=O)CO. Drug 2: C=CCn1c(=O)c2cnc(Nc3ccc(N4CCN(C)CC4)cc3)nc2n1-c1cccc(C(C)(C)O)n1. Cell line: OV90. Synergy scores: synergy=-0.186. (2) Synergy scores: synergy=9.21. Drug 1: CC(C)CC(NC(=O)C(Cc1ccccc1)NC(=O)c1cnccn1)B(O)O. Cell line: RPMI7951. Drug 2: COC1CC2CCC(C)C(O)(O2)C(=O)C(=O)N2CCCCC2C(=O)OC(C(C)CC2CCC(OP(C)(C)=O)C(OC)C2)CC(=O)C(C)C=C(C)C(O)C(OC)C(=O)C(C)CC(C)C=CC=CC=C1C. (3) Drug 1: CCC1(O)CC2CN(CCc3c([nH]c4ccccc34)C(C(=O)OC)(c3cc4c(cc3OC)N(C)C3C(O)(C(=O)OC)C(OC(C)=O)C5(CC)C=CCN6CCC43C65)C2)C1. Drug 2: O=C(NOCC(O)CO)c1ccc(F)c(F)c1Nc1ccc(I)cc1F. Cell line: SW837. Synergy scores: synergy=-4.38. (4) Drug 1: O=S1(=O)NC2(CN1CC(F)(F)F)C1CCC2Cc2cc(C=CCN3CCC(C(F)(F)F)CC3)ccc2C1. Drug 2: COC1=C2CC(C)CC(OC)C(O)C(C)C=C(C)C(OC(N)=O)C(OC)C=CC=C(C)C(=O)NC(=CC1=O)C2=O. Cell line: DLD1. Synergy scores: synergy=17.6. (5) Drug 1: O=P1(N(CCCl)CCCl)NCCCO1. Drug 2: Cn1c(=O)n(-c2ccc(C(C)(C)C#N)cc2)c2c3cc(-c4cnc5ccccc5c4)ccc3ncc21. Cell line: HCT116. Synergy scores: synergy=19.7.